From a dataset of Peptide-MHC class I binding affinity with 185,985 pairs from IEDB/IMGT. Regression. Given a peptide amino acid sequence and an MHC pseudo amino acid sequence, predict their binding affinity value. This is MHC class I binding data. (1) The peptide sequence is KVGVYKMHK. The MHC is HLA-A26:01 with pseudo-sequence HLA-A26:01. The binding affinity (normalized) is 0.0847. (2) The peptide sequence is VLEIINDKGK. The MHC is HLA-A31:01 with pseudo-sequence HLA-A31:01. The binding affinity (normalized) is 0. (3) The peptide sequence is AEALLADGL. The binding affinity (normalized) is 0.0847. The MHC is HLA-A68:02 with pseudo-sequence HLA-A68:02. (4) The peptide sequence is YEFLQPILL. The MHC is HLA-B27:05 with pseudo-sequence HLA-B27:05. The binding affinity (normalized) is 0.0395. (5) The peptide sequence is TTTLEETKF. The MHC is HLA-A02:01 with pseudo-sequence HLA-A02:01. The binding affinity (normalized) is 0.0847. (6) The peptide sequence is WLVHKQWFL. The MHC is HLA-A02:06 with pseudo-sequence HLA-A02:06. The binding affinity (normalized) is 0.581. (7) The peptide sequence is ETKKTMLAL. The MHC is HLA-A11:01 with pseudo-sequence HLA-A11:01. The binding affinity (normalized) is 0.0847.